From a dataset of Forward reaction prediction with 1.9M reactions from USPTO patents (1976-2016). Predict the product of the given reaction. (1) Given the reactants [F:1][C:2]1[CH:3]=[CH:4][C:5]([OH:11])=[C:6](B(O)O)[CH:7]=1.Br[C:13]1[C:14]([N+:24]([O-:26])=[O:25])=[N:15][N:16]([CH:18]2[CH2:23][CH2:22][CH2:21][CH2:20][O:19]2)[CH:17]=1.BrC1C=NN(C2CCCCO2)C=1[N+]([O-])=O.C(=O)([O-])[O-].[K+].[K+], predict the reaction product. The product is: [F:1][C:2]1[CH:3]=[CH:4][C:5]([OH:11])=[C:6]([C:13]2[C:14]([N+:24]([O-:26])=[O:25])=[N:15][N:16]([CH:18]3[CH2:23][CH2:22][CH2:21][CH2:20][O:19]3)[CH:17]=2)[CH:7]=1. (2) Given the reactants C([SiH](CC)CC)C.[Br:8][C:9]1[C:14]([CH3:15])=[CH:13][C:12]([C:16]2[CH:20]=[CH:19][O:18][CH:17]=2)=[CH:11][C:10]=1[CH3:21].C([O-])(O)=O.[Na+], predict the reaction product. The product is: [Br:8][C:9]1[C:14]([CH3:15])=[CH:13][C:12]([C:16]2[CH2:17][O:18][CH2:19][CH:20]=2)=[CH:11][C:10]=1[CH3:21]. (3) Given the reactants [CH:1]1[C:14]2[C:5](=[N:6][CH:7]=[C:8]3[C:13]=2[CH:12]=[CH:11][CH:10]=[CH:9]3)[CH:4]=[CH:3][CH:2]=1.[C:15]([C:19]1[CH:27]=[CH:26][C:22]([C:23](Cl)=[O:24])=[CH:21][CH:20]=1)([CH3:18])([CH3:17])[CH3:16].[NH:28]1[C:36]2[C:31](=[CH:32][CH:33]=[CH:34][CH:35]=2)[CH:30]=[CH:29]1, predict the reaction product. The product is: [C:15]([C:19]1[CH:27]=[CH:26][C:22]([C:23]([N:6]2[CH:7]([C:30]3[C:31]4[C:36](=[CH:35][CH:34]=[CH:33][CH:32]=4)[NH:28][CH:29]=3)[C:8]3[C:13](=[CH:12][CH:11]=[CH:10][CH:9]=3)[C:14]3[CH:1]=[CH:2][CH:3]=[CH:4][C:5]2=3)=[O:24])=[CH:21][CH:20]=1)([CH3:18])([CH3:17])[CH3:16]. (4) Given the reactants [NH:1]1[CH2:6][CH2:5][CH:4]([N:7]2[CH:11]=[C:10]([C:12]3[CH:17]=[N:16][N:15]4[C:18]([C:21]5[CH:22]=[C:23]([NH:27][C:28]([NH:30][CH2:31][C:32]([F:35])([F:34])[F:33])=[O:29])[CH:24]=[CH:25][CH:26]=5)=[CH:19][N:20]=[C:14]4[CH:13]=3)[CH:9]=[N:8]2)[CH2:3][CH2:2]1.[CH3:36][O:37][CH2:38][C:39](Cl)=[O:40].C(N(CC)C(C)C)(C)C, predict the reaction product. The product is: [CH3:36][O:37][CH2:38][C:39]([N:1]1[CH2:6][CH2:5][CH:4]([N:7]2[CH:11]=[C:10]([C:12]3[CH:17]=[N:16][N:15]4[C:18]([C:21]5[CH:22]=[C:23]([NH:27][C:28]([NH:30][CH2:31][C:32]([F:33])([F:35])[F:34])=[O:29])[CH:24]=[CH:25][CH:26]=5)=[CH:19][N:20]=[C:14]4[CH:13]=3)[CH:9]=[N:8]2)[CH2:3][CH2:2]1)=[O:40]. (5) Given the reactants Cl.[CH3:2][NH:3][CH3:4].C(N(CC)CC)C.[Cl:12][CH2:13][CH2:14][CH2:15][S:16](Cl)(=[O:18])=[O:17], predict the reaction product. The product is: [CH3:2][N:3]([CH3:4])[S:16]([CH2:15][CH2:14][CH2:13][Cl:12])(=[O:18])=[O:17]. (6) Given the reactants [Cl:1][C:2]1[CH:3]=[C:4]([C@H:8]([O:22][CH2:23][CH2:24]OS(C)(=O)=O)[C@@H:9]2[CH2:14][CH2:13][CH2:12][N:11]([C:15]([O:17][C:18]([CH3:21])([CH3:20])[CH3:19])=[O:16])[CH2:10]2)[CH:5]=[CH:6][CH:7]=1.CN(C=O)C.[N-:35]=[N+:36]=[N-:37].[Na+], predict the reaction product. The product is: [N:35]([CH2:24][CH2:23][O:22][C@@H:8]([C:4]1[CH:5]=[CH:6][CH:7]=[C:2]([Cl:1])[CH:3]=1)[C@@H:9]1[CH2:14][CH2:13][CH2:12][N:11]([C:15]([O:17][C:18]([CH3:21])([CH3:20])[CH3:19])=[O:16])[CH2:10]1)=[N+:36]=[N-:37].